From a dataset of Reaction yield outcomes from USPTO patents with 853,638 reactions. Predict the reaction yield, written as a fraction of the theoretical maximum amount of product (1.0 means a 100% yield; for example, 0.34 means a 34% yield). (1) The reactants are [Br-].[CH2:2]([C:4]1([O:9][C:10](=[O:34])[CH2:11][O:12][C:13]2[C:18]([CH3:19])=[CH:17][C:16]([S+:20]3[C:24]4[CH:25]=[CH:26][CH:27]=[CH:28][C:23]=4[C:22]4[CH:29]=[CH:30][CH:31]=[CH:32][C:21]3=4)=[CH:15][C:14]=2[CH3:33])[CH2:8][CH2:7][CH2:6][CH2:5]1)[CH3:3].[CH3:35][C@:36]12[CH2:52][CH2:51][C:50](=[O:53])[CH2:49][CH:48]1[CH2:47][C:46](=[O:54])[C@@H:45]1[C@@H:37]2[CH2:38][C:39](=[O:75])[C@@:40]2([CH3:74])[C@H:44]1[CH2:43][CH2:42][C@@H:41]2[C@H:55]([CH3:73])[CH2:56][CH2:57][C:58]([O:60][CH2:61][CH2:62][C:63]([F:72])([F:71])[C:64]([F:70])([F:69])[S:65]([O-:68])(=[O:67])=[O:66])=[O:59].[Na+].O. The catalyst is ClCCl. The product is [CH3:35][C@:36]12[CH2:52][CH2:51][C:50](=[O:53])[CH2:49][CH:48]1[CH2:47][C:46](=[O:54])[C@@H:45]1[C@@H:37]2[CH2:38][C:39](=[O:75])[C@@:40]2([CH3:74])[C@H:44]1[CH2:43][CH2:42][C@@H:41]2[C@H:55]([CH3:73])[CH2:56][CH2:57][C:58]([O:60][CH2:61][CH2:62][C:63]([F:72])([F:71])[C:64]([F:69])([F:70])[S:65]([O-:68])(=[O:66])=[O:67])=[O:59].[CH2:2]([C:4]1([O:9][C:10](=[O:34])[CH2:11][O:12][C:13]2[C:14]([CH3:33])=[CH:15][C:16]([S+:20]3[C:21]4[CH:32]=[CH:31][CH:30]=[CH:29][C:22]=4[C:23]4[CH:28]=[CH:27][CH:26]=[CH:25][C:24]3=4)=[CH:17][C:18]=2[CH3:19])[CH2:8][CH2:7][CH2:6][CH2:5]1)[CH3:3]. The yield is 0.800. (2) The product is [CH3:1][CH:2]([OH:3])[C:4]1[CH2:9][C:8]([CH3:11])([CH3:10])[CH2:7][CH2:6][CH:5]=1. The reactants are [CH3:1][C:2]([C:4]1[CH2:9][C:8]([CH3:11])([CH3:10])[CH2:7][CH2:6][CH:5]=1)=[O:3].[H-].[H-].[H-].[H-].[Li+].[Al+3]. The catalyst is CCOCC. The yield is 0.850. (3) The reactants are [CH2:1]([OH:13])[CH2:2][CH2:3][CH2:4][CH2:5][CH2:6][CH2:7][CH2:8][CH2:9][CH2:10][CH2:11][CH3:12].[C:14](OCC)(=[O:18])[CH:15]([CH3:17])[OH:16]. No catalyst specified. The product is [C:14]([O:13][CH2:1][CH2:2][CH2:3][CH2:4][CH2:5][CH2:6][CH2:7][CH2:8][CH2:9][CH2:10][CH2:11][CH3:12])(=[O:18])[CH:15]([CH3:17])[OH:16]. The yield is 0.830. (4) The reactants are [F:1][C:2]([F:13])([F:12])[C:3]1[C:4]2[CH2:11][O:10][CH2:9][CH2:8][C:5]=2[NH:6][N:7]=1.C(=O)([O-])[O-].[K+].[K+].I[C:21]1[CH:26]=[CH:25][C:24]([S:27]([NH:30][CH2:31][CH:32]2[CH2:36][CH2:35][CH2:34][O:33]2)(=[O:29])=[O:28])=[CH:23][CH:22]=1.CN(C)CC(O)=O. The catalyst is [Cu]I.CS(C)=O. The product is [O:33]1[CH2:34][CH2:35][CH2:36][CH:32]1[CH2:31][NH:30][S:27]([C:24]1[CH:25]=[CH:26][C:21]([N:6]2[C:5]3[CH2:8][CH2:9][O:10][CH2:11][C:4]=3[C:3]([C:2]([F:12])([F:1])[F:13])=[N:7]2)=[CH:22][CH:23]=1)(=[O:29])=[O:28]. The yield is 0.260.